From a dataset of NCI-60 drug combinations with 297,098 pairs across 59 cell lines. Regression. Given two drug SMILES strings and cell line genomic features, predict the synergy score measuring deviation from expected non-interaction effect. (1) Drug 1: C1=CC=C(C=C1)NC(=O)CCCCCCC(=O)NO. Drug 2: CCC1(CC2CC(C3=C(CCN(C2)C1)C4=CC=CC=C4N3)(C5=C(C=C6C(=C5)C78CCN9C7C(C=CC9)(C(C(C8N6C)(C(=O)OC)O)OC(=O)C)CC)OC)C(=O)OC)O.OS(=O)(=O)O. Cell line: RXF 393. Synergy scores: CSS=3.60, Synergy_ZIP=-2.70, Synergy_Bliss=-3.56, Synergy_Loewe=-2.36, Synergy_HSA=-1.40. (2) Drug 1: C1=CN(C=N1)CC(O)(P(=O)(O)O)P(=O)(O)O. Drug 2: C#CCC(CC1=CN=C2C(=N1)C(=NC(=N2)N)N)C3=CC=C(C=C3)C(=O)NC(CCC(=O)O)C(=O)O. Cell line: HCT116. Synergy scores: CSS=1.33, Synergy_ZIP=-3.01, Synergy_Bliss=-5.85, Synergy_Loewe=-6.36, Synergy_HSA=-7.96. (3) Drug 1: C1=C(C(=O)NC(=O)N1)N(CCCl)CCCl. Drug 2: CCN(CC)CCNC(=O)C1=C(NC(=C1C)C=C2C3=C(C=CC(=C3)F)NC2=O)C. Cell line: 786-0. Synergy scores: CSS=29.5, Synergy_ZIP=-0.540, Synergy_Bliss=-4.16, Synergy_Loewe=-6.98, Synergy_HSA=-6.64.